This data is from Full USPTO retrosynthesis dataset with 1.9M reactions from patents (1976-2016). The task is: Predict the reactants needed to synthesize the given product. (1) Given the product [F:1][C:2]1[C:3]2[CH:4]=[C:5]3[C:14]4[N:15]=[C:16]([C:19]5[C:20]([N:40]([CH3:45])[S:41]([CH3:44])(=[O:43])=[O:42])=[CH:21][C:22]6[O:26][C:25]([C:27]7[CH:32]=[CH:31][NH:30][C:29](=[O:33])[CH:28]=7)=[C:24]([C:35]([NH:37][CH3:38])=[O:36])[C:23]=6[CH:39]=5)[CH:17]=[CH:18][C:13]=4[O:12][CH2:11][N:6]3[C:7]=2[CH:8]=[CH:9][CH:10]=1, predict the reactants needed to synthesize it. The reactants are: [F:1][C:2]1[C:3]2[CH:4]=[C:5]3[C:14]4[N:15]=[C:16]([C:19]5[C:20]([N:40]([CH3:45])[S:41]([CH3:44])(=[O:43])=[O:42])=[CH:21][C:22]6[O:26][C:25]([C:27]7[CH:32]=[CH:31][N:30]=[C:29]([O:33]C)[CH:28]=7)=[C:24]([C:35]([NH:37][CH3:38])=[O:36])[C:23]=6[CH:39]=5)[CH:17]=[CH:18][C:13]=4[O:12][CH2:11][N:6]3[C:7]=2[CH:8]=[CH:9][CH:10]=1.Br.CC(O)=O. (2) Given the product [P:1]([O:9][CH2:10][C@H:11]1[O:15][C@@H:14]([N:16]2[CH:23]=[C:22]([OH:24])[C:20]([NH2:21])=[N:19][C:17]2=[O:18])[CH2:13][C@@H:12]1[OH:26])([O:4][P:5]([O:8][P:27]([OH:30])([OH:29])=[O:28])([OH:7])=[O:6])(=[O:3])[OH:2], predict the reactants needed to synthesize it. The reactants are: [P:1]([O:9][CH2:10][C@H:11]1[O:15][C@@H:14]([N:16]2[CH:23]=[C:22]([OH:24])[C:20]([NH2:21])=[N:19][C:17]2=[O:18])[C@H:13](O)[C@@H:12]1[OH:26])([O:4][P:5]([OH:8])([OH:7])=[O:6])(=[O:3])[OH:2].[P:27](OC[C@H]1O[C@@H](N2C=CC(N)=NC2=O)C[C@@H]1O)([O:30][P:27]([O:30][P:27]([OH:30])([OH:28])=[O:29])([OH:28])=[O:29])(=[O:29])[OH:28].[Na].BrBr. (3) Given the product [F:1][C:2]1[C:3]2[C:4]3[C:8](=[CH:9][CH:10]=1)[NH:7][C:6](=[O:11])[C:5]=3[C:14]([C:15]1[NH:16][CH:17]=[CH:18][CH:19]=1)=[CH:13][CH:12]=2, predict the reactants needed to synthesize it. The reactants are: [F:1][C:2]1[C:3]([CH2:12][CH2:13][C:14](=O)[C:15]2[NH:16][CH:17]=[CH:18][CH:19]=2)=[C:4]2[C:8](=[CH:9][CH:10]=1)[NH:7][C:6](=[O:11])[CH2:5]2.